This data is from Full USPTO retrosynthesis dataset with 1.9M reactions from patents (1976-2016). The task is: Predict the reactants needed to synthesize the given product. (1) Given the product [Cl:1][C:2]1[N:3]=[C:4]([N:19]2[CH2:24][CH2:23][O:22][CH2:21][CH2:20]2)[C:5]2[S:10][C:9]([CH2:11][N:12]3[CH2:17][CH2:16][N:15]([S:35]([CH:32]4[CH2:34][CH2:33]4)(=[O:37])=[O:36])[CH2:14][CH2:13]3)=[C:8]([CH3:18])[C:6]=2[N:7]=1, predict the reactants needed to synthesize it. The reactants are: [Cl:1][C:2]1[N:3]=[C:4]([N:19]2[CH2:24][CH2:23][O:22][CH2:21][CH2:20]2)[C:5]2[S:10][C:9]([CH2:11][N:12]3[CH2:17][CH2:16][NH:15][CH2:14][CH2:13]3)=[C:8]([CH3:18])[C:6]=2[N:7]=1.C(N(CC)CC)C.[CH:32]1([S:35](Cl)(=[O:37])=[O:36])[CH2:34][CH2:33]1. (2) The reactants are: C(=O)([O:7][C:8]1[C:20]2[CH2:19][O:18][C:17](=[O:21])[C:16]=2[C:15]([C:22]2[CH:27]=[CH:26][C:25]([C:28](=[O:30])[CH3:29])=[CH:24][CH:23]=2)=[C:14]2[C:9]=1[CH:10]=[C:11]([O:33][CH3:34])[C:12]([O:31][CH3:32])=[CH:13]2)OC(C)(C)C.N1CCCCC1.Cl. Given the product [C:28]([C:25]1[CH:24]=[CH:23][C:22]([C:15]2[C:16]3[C:17](=[O:21])[O:18][CH2:19][C:20]=3[C:8]([OH:7])=[C:9]3[C:14]=2[CH:13]=[C:12]([O:31][CH3:32])[C:11]([O:33][CH3:34])=[CH:10]3)=[CH:27][CH:26]=1)(=[O:30])[CH3:29], predict the reactants needed to synthesize it. (3) Given the product [F:2][C:3]1[CH:4]=[C:5]([CH:43]=[CH:44][CH:45]=1)[CH2:6][N:7]1[CH:11]=[C:10]([C:12]2[C:20]3[C:15](=[N:16][CH:17]=[C:18]([C:21]4[CH:26]=[CH:25][C:24]([CH:27]5[CH2:32][CH2:31][N:30]([CH2:46][C@@H:47]([OH:48])[CH3:49])[CH2:29][CH2:28]5)=[N:23][CH:22]=4)[CH:19]=3)[N:14]([S:33]([C:36]3[CH:37]=[CH:38][C:39]([CH3:40])=[CH:41][CH:42]=3)(=[O:34])=[O:35])[CH:13]=2)[CH:9]=[N:8]1, predict the reactants needed to synthesize it. The reactants are: Cl.[F:2][C:3]1[CH:4]=[C:5]([CH:43]=[CH:44][CH:45]=1)[CH2:6][N:7]1[CH:11]=[C:10]([C:12]2[C:20]3[C:15](=[N:16][CH:17]=[C:18]([C:21]4[CH:22]=[N:23][C:24]([CH:27]5[CH2:32][CH2:31][NH:30][CH2:29][CH2:28]5)=[CH:25][CH:26]=4)[CH:19]=3)[N:14]([S:33]([C:36]3[CH:42]=[CH:41][C:39]([CH3:40])=[CH:38][CH:37]=3)(=[O:35])=[O:34])[CH:13]=2)[CH:9]=[N:8]1.[CH3:46][C@H:47]1[CH2:49][O:48]1.CCN(C(C)C)C(C)C. (4) Given the product [CH3:34][O:35][C:36]([C:38]1[CH:47]=[C:46]([N:48]2[CH2:49][CH2:50][N:51]([CH3:54])[CH2:52][CH2:53]2)[C:45]2[C:40](=[C:41]([OH:55])[CH:42]=[CH:43][CH:44]=2)[N:39]=1)=[O:37], predict the reactants needed to synthesize it. The reactants are: COC(C1C=C(NS(C2C=CC(C)=CC=2)(=O)=O)C2C(=C(OCC3C=CC=CC=3)C=CC=2)N=1)=O.[CH3:34][O:35][C:36]([C:38]1[CH:47]=[C:46]([N:48]2[CH2:53][CH2:52][N:51]([CH3:54])[CH2:50][CH2:49]2)[C:45]2[C:40](=[C:41]([O:55]CC3C=CC=CC=3)[CH:42]=[CH:43][CH:44]=2)[N:39]=1)=[O:37]. (5) Given the product [CH3:12][O:11][C:3]1[CH:4]=[CH:5][CH:6]=[C:7]([N+:8]([O-:10])=[O:9])[C:2]=1[NH2:1], predict the reactants needed to synthesize it. The reactants are: [NH2:1][C:2]1[C:7]([N+:8]([O-:10])=[O:9])=[CH:6][CH:5]=[CH:4][C:3]=1[OH:11].[C:12]([O-])([O-])=O.[K+].[K+].CI.O. (6) Given the product [Cl:16][C:17]1[C:25]([Cl:26])=[CH:24][CH:23]=[CH:22][C:18]=1[C:19]([N:12]1[CH2:13][CH2:14][C:15]2[N:7]([C:1]3[CH:2]=[CH:3][CH:4]=[CH:5][CH:6]=3)[N:8]=[N:9][C:10]=2[CH2:11]1)=[O:20], predict the reactants needed to synthesize it. The reactants are: [C:1]1([N:7]2[C:15]3[CH2:14][CH2:13][NH:12][CH2:11][C:10]=3[N:9]=[N:8]2)[CH:6]=[CH:5][CH:4]=[CH:3][CH:2]=1.[Cl:16][C:17]1[C:25]([Cl:26])=[CH:24][CH:23]=[CH:22][C:18]=1[C:19](O)=[O:20].CCN(CC)CC.CN(C(ON1N=NC2C=CC=NC1=2)=[N+](C)C)C.F[P-](F)(F)(F)(F)F. (7) The reactants are: [C:1]([O:5][C:6]([N:8]([C:13]1[CH:21]=[CH:20][C:16]([C:17](O)=[O:18])=[CH:15][C:14]=1[O:22][CH2:23][CH:24]1[CH2:26][CH2:25]1)[S:9]([CH3:12])(=[O:11])=[O:10])=[O:7])([CH3:4])([CH3:3])[CH3:2].CN(C(ON1N=NC2C=CC=NC1=2)=[N+](C)C)C.F[P-](F)(F)(F)(F)F.CN1CCOCC1.[SH:58][CH2:59][C:60]([OH:62])=[O:61]. Given the product [C:1]([O:5][C:6]([N:8]([C:13]1[CH:21]=[CH:20][C:16]([C:17]([S:58][CH2:59][C:60]([OH:62])=[O:61])=[O:18])=[CH:15][C:14]=1[O:22][CH2:23][CH:24]1[CH2:25][CH2:26]1)[S:9]([CH3:12])(=[O:11])=[O:10])=[O:7])([CH3:4])([CH3:2])[CH3:3], predict the reactants needed to synthesize it. (8) Given the product [CH3:18][C:10]1[CH:9]=[C:8]2[C:4]([C:5]([CH:11]3[CH2:15][C:14](=[O:16])[NH:13][C:12]3=[O:17])=[CH:6][NH:7]2)=[CH:3][CH:2]=1, predict the reactants needed to synthesize it. The reactants are: F[C:2]1[CH:3]=[C:4]2[C:8](=[CH:9][CH:10]=1)[NH:7][CH:6]=[C:5]2[CH:11]1[CH2:15][C:14](=[O:16])[NH:13][C:12]1=[O:17].[CH3:18]C1C=C2C(C=CN2)=CC=1.C1(=O)NC(=O)C=C1.